Task: Predict the product of the given reaction.. Dataset: Forward reaction prediction with 1.9M reactions from USPTO patents (1976-2016) (1) Given the reactants [NH2:1][C:2]1[CH:3]=[C:4]([CH:34]=[CH:35][CH:36]=1)[CH2:5][O:6][CH2:7][CH2:8][O:9][CH2:10][CH2:11][CH2:12][CH2:13][CH2:14][CH2:15][N:16]1[CH2:20][C@@H:19]([C:21]2[CH:32]=[CH:31][C:24]3[O:25][C:26]([CH3:30])([CH3:29])[O:27][CH2:28][C:23]=3[CH:22]=2)[O:18][C:17]1=[O:33].[C:37]1([N:43]=[C:44]=[O:45])[CH:42]=[CH:41][CH:40]=[CH:39][CH:38]=1.C(O)(C)C, predict the reaction product. The product is: [CH3:29][C:26]1([CH3:30])[O:25][C:24]2[CH:31]=[CH:32][C:21]([C@H:19]3[O:18][C:17](=[O:33])[N:16]([CH2:15][CH2:14][CH2:13][CH2:12][CH2:11][CH2:10][O:9][CH2:8][CH2:7][O:6][CH2:5][C:4]4[CH:3]=[C:2]([NH:1][C:44]([NH:43][C:37]5[CH:42]=[CH:41][CH:40]=[CH:39][CH:38]=5)=[O:45])[CH:36]=[CH:35][CH:34]=4)[CH2:20]3)=[CH:22][C:23]=2[CH2:28][O:27]1. (2) The product is: [CH3:1][O:2][C:3](=[O:31])[C:4]1[CH:9]=[C:8]([C:10](=[O:26])[C:11]2[CH:16]=[CH:15][C:14]([N:17]([C:19]3[CH:24]=[CH:23][C:22]([Cl:25])=[CH:21][CH:20]=3)[CH3:18])=[CH:13][N:12]=2)[CH:7]=[CH:6][C:5]=1[C:37](=[O:38])[C:36]1[CH:40]=[CH:41][CH:42]=[C:34]([O:33][CH3:32])[CH:35]=1. Given the reactants [CH3:1][O:2][C:3](=[O:31])[C:4]1[CH:9]=[C:8]([C:10](=[O:26])[C:11]2[CH:16]=[CH:15][C:14]([N:17]([C:19]3[CH:24]=[CH:23][C:22]([Cl:25])=[CH:21][CH:20]=3)[CH3:18])=[CH:13][N:12]=2)[CH:7]=[CH:6][C:5]=1[Sn](C)(C)C.[CH3:32][O:33][C:34]1[CH:35]=[C:36]([CH:40]=[CH:41][CH:42]=1)[C:37](Cl)=[O:38].C1(C)C=CC=CC=1, predict the reaction product. (3) Given the reactants [CH3:1][CH:2]1[CH2:8][C:7]2[CH:9]=[C:10]3[O:15][CH2:14][O:13][C:11]3=[CH:12][C:6]=2[C:5]([C:16]2[CH:21]=[CH:20][C:19]([N+:22]([O-:24])=[O:23])=[CH:18][CH:17]=2)=[N:4][N:3]1[C:25](=[S:28])[NH:26][NH2:27].C(Cl)(Cl)Cl.[CH3:33][N:34]=[C:35]=[O:36], predict the reaction product. The product is: [CH3:1][CH:2]1[CH2:8][C:7]2[CH:9]=[C:10]3[O:15][CH2:14][O:13][C:11]3=[CH:12][C:6]=2[C:5]([C:16]2[CH:17]=[CH:18][C:19]([N+:22]([O-:24])=[O:23])=[CH:20][CH:21]=2)=[N:4][N:3]1[C:25]([NH:26][NH:27][C:35]([NH:34][CH3:33])=[O:36])=[S:28]. (4) Given the reactants [CH3:1][C:2]1[CH:7]=[C:6]([CH3:8])[CH:5]=[CH:4][C:3]=1[S:9][C:10]1[CH:15]=[CH:14][CH:13]=[CH:12][C:11]=1[N+:16]([O-])=O, predict the reaction product. The product is: [CH3:1][C:2]1[CH:7]=[C:6]([CH3:8])[CH:5]=[CH:4][C:3]=1[S:9][C:10]1[CH:15]=[CH:14][CH:13]=[CH:12][C:11]=1[NH2:16]. (5) Given the reactants [Br:1][C:2]1[C:3](Cl)=[N:4][C:5]([Cl:8])=[N:6][CH:7]=1.[NH2:10][C:11]1[CH:16]=[CH:15][CH:14]=[CH:13][C:12]=1[S:17]([NH:20][CH2:21][CH2:22][CH3:23])(=[O:19])=[O:18].[H-].[Na+].O, predict the reaction product. The product is: [Br:1][C:2]1[C:3]([NH:10][C:11]2[CH:16]=[CH:15][CH:14]=[CH:13][C:12]=2[S:17]([NH:20][CH2:21][CH2:22][CH3:23])(=[O:19])=[O:18])=[N:4][C:5]([Cl:8])=[N:6][CH:7]=1.